This data is from Catalyst prediction with 721,799 reactions and 888 catalyst types from USPTO. The task is: Predict which catalyst facilitates the given reaction. Reactant: Cl.[NH2:2][OH:3].C(N(CC)CC)C.[Cl:11][C:12]1[C:13]([C:37]#[N:38])=[CH:14][C:15]([F:36])=[C:16]([CH:35]=1)[CH2:17][CH2:18][C:19]1([NH:27][C:28](=[O:34])[O:29][C:30]([CH3:33])([CH3:32])[CH3:31])[CH2:24][O:23][C:22]([CH3:26])([CH3:25])[O:21][CH2:20]1. Product: [Cl:11][C:12]1[C:13]([C:37](=[N:2][OH:3])[NH2:38])=[CH:14][C:15]([F:36])=[C:16]([CH:35]=1)[CH2:17][CH2:18][C:19]1([NH:27][C:28](=[O:34])[O:29][C:30]([CH3:31])([CH3:32])[CH3:33])[CH2:20][O:21][C:22]([CH3:25])([CH3:26])[O:23][CH2:24]1. The catalyst class is: 8.